Dataset: Reaction yield outcomes from USPTO patents with 853,638 reactions. Task: Predict the reaction yield, written as a fraction of the theoretical maximum amount of product (1.0 means a 100% yield; for example, 0.34 means a 34% yield). (1) The reactants are [CH3:1][N:2]([CH2:10][C:11]1[S:12][C:13]([S:22]([C:25]2[CH:30]=[CH:29][CH:28]=[CH:27][CH:26]=2)(=[O:24])=[O:23])=[C:14]([C:16]2[CH:21]=[CH:20][CH:19]=[CH:18][CH:17]=2)[N:15]=1)C(=O)OC(C)(C)C.C(OCC)(=O)C.[ClH:37]. The catalyst is C(O)C. The product is [ClH:37].[CH3:1][NH:2][CH2:10][C:11]1[S:12][C:13]([S:22]([C:25]2[CH:30]=[CH:29][CH:28]=[CH:27][CH:26]=2)(=[O:24])=[O:23])=[C:14]([C:16]2[CH:17]=[CH:18][CH:19]=[CH:20][CH:21]=2)[N:15]=1. The yield is 0.530. (2) The reactants are [C:1]1([CH2:7][C:8](=[O:10])[CH3:9])[CH:6]=[CH:5][CH:4]=[CH:3][CH:2]=1.[CH3:11][N:12]([CH:14](OC)OC)[CH3:13]. The catalyst is CN(C=O)C. The product is [CH3:11][N:12]([CH3:14])/[CH:13]=[C:7](\[C:1]1[CH:6]=[CH:5][CH:4]=[CH:3][CH:2]=1)/[C:8](=[O:10])[CH3:9]. The yield is 0.180. (3) The reactants are [CH3:1][C:2]([CH3:9])=[CH:3][CH2:4][CH2:5][C@H:6]([OH:8])[CH3:7].CCN(C(C)C)C(C)C.[S:19](Cl)([CH3:22])(=[O:21])=[O:20]. The catalyst is C(Cl)Cl. The product is [CH3:7][C@@H:6]([O:8][S:19]([CH3:22])(=[O:21])=[O:20])[CH2:5][CH2:4][CH:3]=[C:2]([CH3:9])[CH3:1]. The yield is 0.860. (4) The reactants are [Br:1][C:2]1[CH:3]=[C:4]2[C:8](=[CH:9][CH:10]=1)[NH:7][CH:6]=[C:5]2[C:11](=O)[C:12]([O:14]C)=O.Cl.[NH2:18][NH2:19]. The product is [Br:1][C:2]1[CH:10]=[CH:9][C:8]2[NH:7][C:12](=[O:14])[C:11]3[NH:18][N:19]=[CH:6][C:5]=3[C:4]=2[CH:3]=1. The yield is 0.950. The catalyst is CC(O)=O. (5) The yield is 0.340. The reactants are Br[C:2]1[CH:18]=[CH:17][C:5]([O:6][CH:7]([CH3:16])[CH2:8][NH:9][S:10]([CH:13]([CH3:15])[CH3:14])(=[O:12])=[O:11])=[CH:4][CH:3]=1.[CH3:19][C:20]1[CH:25]=[CH:24][CH:23]=[CH:22][C:21]=1B(O)O.C(=O)([O-])[O-].[Na+].[Na+]. The product is [CH3:14][CH:13]([S:10]([NH:9][CH2:8][CH:7]([O:6][C:5]1[CH:17]=[CH:18][C:2]([C:21]2[CH:22]=[CH:23][CH:24]=[CH:25][C:20]=2[CH3:19])=[CH:3][CH:4]=1)[CH3:16])(=[O:12])=[O:11])[CH3:15]. The catalyst is Cl[Pd](Cl)([P](C1C=CC=CC=1)(C1C=CC=CC=1)C1C=CC=CC=1)[P](C1C=CC=CC=1)(C1C=CC=CC=1)C1C=CC=CC=1.COCCOC.